Dataset: Peptide-MHC class I binding affinity with 185,985 pairs from IEDB/IMGT. Task: Regression. Given a peptide amino acid sequence and an MHC pseudo amino acid sequence, predict their binding affinity value. This is MHC class I binding data. (1) The peptide sequence is KEINLLSQT. The MHC is HLA-B40:02 with pseudo-sequence HLA-B40:02. The binding affinity (normalized) is 0.682. (2) The peptide sequence is RFLVINRLG. The MHC is HLA-A24:02 with pseudo-sequence HLA-A24:02. The binding affinity (normalized) is 0.103. (3) The peptide sequence is LLDAHIPQL. The MHC is HLA-A03:01 with pseudo-sequence HLA-A03:01. The binding affinity (normalized) is 0.501. (4) The peptide sequence is IYGVVARNRAL. The MHC is H-2-Kd with pseudo-sequence H-2-Kd. The binding affinity (normalized) is 0.628.